Dataset: Forward reaction prediction with 1.9M reactions from USPTO patents (1976-2016). Task: Predict the product of the given reaction. (1) Given the reactants Cl.[C:2]([S:5][C:6]1[CH2:13][S:12][C@H:11]2[N:8]([C:9](=[O:15])[C@H:10]2[NH2:14])[C:7]=1[C:16]([O:18][CH:19]([C:26]1[CH:31]=[CH:30][CH:29]=[CH:28][CH:27]=1)[C:20]1[CH:25]=[CH:24][CH:23]=[CH:22][CH:21]=1)=[O:17])(=[O:4])[CH3:3].[Cl:32][C:33]1[CH:38]=[C:37]([S:39][CH2:40][C:41](O)=[O:42])[CH:36]=[C:35]([Cl:44])[N:34]=1.N1C=CC=CC=1.P(Cl)(Cl)(OCl)=O, predict the reaction product. The product is: [C:2]([S:5][C:6]1[CH2:13][S:12][C@H:11]2[N:8]([C:9](=[O:15])[C@H:10]2[NH:14][C:41](=[O:42])[CH2:40][S:39][C:37]2[CH:36]=[C:35]([Cl:44])[N:34]=[C:33]([Cl:32])[CH:38]=2)[C:7]=1[C:16]([O:18][CH:19]([C:26]1[CH:31]=[CH:30][CH:29]=[CH:28][CH:27]=1)[C:20]1[CH:21]=[CH:22][CH:23]=[CH:24][CH:25]=1)=[O:17])(=[O:4])[CH3:3]. (2) Given the reactants [NH2:26][C:21]1[CH:20]=[C:19](C23CC4CC(CC([C:19]5[CH:24]=[CH:23][C:22]([OH:25])=[C:21]([NH2:26])[CH:20]=5)(C4)C2)C3)[CH:24]=[CH:23][C:22]=1[OH:25].N[C:28]1C=C(C23CC4(C)CC(C)(CC(C56CC7(C)CC(C)(CC(C8C=CC(O)=C(N)C=8)(C7)C5)C6)(C4)C2)C3)C=CC=1O.C1(C#CC2C=C(C(Cl)=O)C=C(C=2)C(Cl)=O)C=CC=CC=1, predict the reaction product. The product is: [O:25]1[C:22]2[CH:23]=[CH:24][CH:19]=[CH:20][C:21]=2[N:26]=[CH:28]1. (3) Given the reactants [CH:1]([NH:4][C:5]1[C:6]2[N:7]([C:19](=[O:22])[NH:20][N:21]=2)[CH:8]=[C:9]([C:11]2(C(O)=O)[CH2:15][CH2:14][CH2:13][CH2:12]2)[N:10]=1)([CH3:3])[CH3:2], predict the reaction product. The product is: [CH:11]1([C:9]2[N:10]=[C:5]([NH:4][CH:1]([CH3:3])[CH3:2])[C:6]3[N:7]([C:19](=[O:22])[NH:20][N:21]=3)[CH:8]=2)[CH2:12][CH2:13][CH2:14][CH2:15]1. (4) Given the reactants [C:1]([OH:8])(=[O:7])/[CH:2]=[CH:3]\[C:4]([OH:6])=[O:5].[CH2:9]([C:11]1[C:15]([S:16][C:17]2[CH:22]=[CH:21][C:20]([F:23])=[CH:19][CH:18]=2)=[C:14]([CH2:24][CH3:25])[N:13]([CH2:26][CH2:27][N:28]([CH3:30])[CH3:29])[N:12]=1)[CH3:10], predict the reaction product. The product is: [CH2:9]([C:11]1[C:15]([S:16][C:17]2[CH:22]=[CH:21][C:20]([F:23])=[CH:19][CH:18]=2)=[C:14]([CH2:24][CH3:25])[N:13]([CH2:26][CH2:27][N:28]([CH3:30])[CH3:29])[N:12]=1)[CH3:10].[C:1]([OH:8])(=[O:7])/[CH:2]=[CH:3]\[C:4]([OH:6])=[O:5]. (5) Given the reactants [F:1][C:2]([F:7])([F:6])[C:3]([OH:5])=[O:4].[CH2:8]([S:10]([N:13]1[CH2:18][CH2:17][CH:16]([C:19]2[C:27]3[C:22](=[C:23]([C:40]([NH2:42])=[O:41])[CH:24]=[C:25]([C:28]4[CH:32]=[C:31]([CH2:33][N:34]([C@@H:36]([CH3:39])CO)[CH3:35])[S:30][CH:29]=4)[CH:26]=3)[NH:21][CH:20]=2)[CH2:15][CH2:14]1)(=[O:12])=[O:11])[CH3:9].N[C@H:44](C)[CH2:45][OH:46], predict the reaction product. The product is: [F:1][C:2]([F:7])([F:6])[C:3]([OH:5])=[O:4].[CH2:8]([S:10]([N:13]1[CH2:14][CH2:15][CH:16]([C:19]2[C:27]3[C:22](=[C:23]([C:40]([NH2:42])=[O:41])[CH:24]=[C:25]([C:28]4[CH:32]=[C:31]([CH2:33][N:34]([CH2:36][CH2:39][O:4][CH2:44][CH2:45][OH:46])[CH3:35])[S:30][CH:29]=4)[CH:26]=3)[NH:21][CH:20]=2)[CH2:17][CH2:18]1)(=[O:11])=[O:12])[CH3:9]. (6) Given the reactants C(OC(=O)[NH:7][C:8]1[CH:13]=[C:12]([N:14]([CH3:16])[CH3:15])[C:11]([Cl:17])=[CH:10][C:9]=1[NH:18][C:19](=[O:34])[CH2:20][C:21](=O)[C:22]1[CH:27]=[CH:26][CH:25]=[C:24]([N:28]2[CH:32]=[CH:31][N:30]=[N:29]2)[CH:23]=1)(C)(C)C.C(O)(C(F)(F)F)=O, predict the reaction product. The product is: [Cl:17][C:11]1[C:12]([N:14]([CH3:16])[CH3:15])=[CH:13][C:8]2[N:7]=[C:21]([C:22]3[CH:27]=[CH:26][CH:25]=[C:24]([N:28]4[CH:32]=[CH:31][N:30]=[N:29]4)[CH:23]=3)[CH2:20][C:19](=[O:34])[NH:18][C:9]=2[CH:10]=1.